This data is from Full USPTO retrosynthesis dataset with 1.9M reactions from patents (1976-2016). The task is: Predict the reactants needed to synthesize the given product. (1) Given the product [NH:1]1[C:2]2[CH:7]=[CH:6][CH:5]=[CH:4][C:3]=2[CH2:8][CH2:9][O:10][C:11]1=[O:12], predict the reactants needed to synthesize it. The reactants are: [NH2:1][C:2]1[CH:7]=[CH:6][CH:5]=[CH:4][C:3]=1[CH2:8][CH2:9][OH:10].[C:11](N1C=CN=C1)(N1C=CN=C1)=[O:12]. (2) Given the product [NH2:55][C:2]1[CH:3]=[C:4]2[C:13]3([CH2:17][O:16][C:15]([NH:18][C:19](=[O:20])[O:21][C:22]([CH3:25])([CH3:23])[CH3:24])=[N:14]3)[C:10]3([CH2:12][CH2:11]3)[CH2:9][O:8][C:5]2=[CH:6][CH:7]=1, predict the reactants needed to synthesize it. The reactants are: Br[C:2]1[CH:3]=[C:4]2[C:13]3([CH2:17][O:16][C:15]([N:18](C(OC(C)(C)C)=O)[C:19]([O:21][C:22]([CH3:25])([CH3:24])[CH3:23])=[O:20])=[N:14]3)[C:10]3([CH2:12][CH2:11]3)[CH2:9][O:8][C:5]2=[CH:6][CH:7]=1.F[B-](F)(F)F.C([PH+](C(C)(C)C)C(C)(C)C)(C)(C)C.C[Si]([N-:55][Si](C)(C)C)(C)C.[Li+].Cl. (3) Given the product [C:12]([O:7][C:1]([CH3:2])([CH3:6])[CH3:18])([CH3:15])([CH3:14])[CH3:13], predict the reactants needed to synthesize it. The reactants are: [C:1]1([OH:7])[CH:6]=CC=C[CH:2]=1.CNC(=NC)O[C:12]([CH3:15])([CH3:14])[CH3:13].[C:18](OCC)(=O)C.CCCCCC. (4) Given the product [NH:12]1[C:13]2[C:18](=[CH:17][CH:16]=[CH:15][CH:14]=2)[C:10]([C:8](=[O:9])[CH:32]([NH:31][C:30]2[CH:43]=[CH:44][CH:45]=[C:28]([O:27][CH3:26])[CH:29]=2)[C:33]2[CH:34]=[N:35][C:36]([C:39]([F:40])([F:41])[F:42])=[CH:37][CH:38]=2)=[CH:11]1, predict the reactants needed to synthesize it. The reactants are: C(N(CC)CC)C.[CH:8]([C:10]1[C:18]2[C:13](=[CH:14][CH:15]=[CH:16][CH:17]=2)[N:12](C(OC(C)(C)C)=O)[CH:11]=1)=[O:9].[CH3:26][O:27][C:28]1[CH:29]=[C:30]([CH:43]=[CH:44][CH:45]=1)[N:31]=[CH:32][C:33]1[CH:34]=[N:35][C:36]([C:39]([F:42])([F:41])[F:40])=[CH:37][CH:38]=1.